Dataset: Peptide-MHC class II binding affinity with 134,281 pairs from IEDB. Task: Regression. Given a peptide amino acid sequence and an MHC pseudo amino acid sequence, predict their binding affinity value. This is MHC class II binding data. (1) The peptide sequence is AFAATHNPWASQEG. The MHC is DRB3_0101 with pseudo-sequence DRB3_0101. The binding affinity (normalized) is 0.0919. (2) The peptide sequence is KSAFQSSIASGFVGL. The MHC is DRB1_0404 with pseudo-sequence DRB1_0404. The binding affinity (normalized) is 0.461.